From a dataset of Reaction yield outcomes from USPTO patents with 853,638 reactions. Predict the reaction yield, written as a fraction of the theoretical maximum amount of product (1.0 means a 100% yield; for example, 0.34 means a 34% yield). The reactants are C(OC(=O)[CH:5]([C:11](=[O:22])[CH2:12][C:13]1[CH:18]=[CH:17][C:16]([N+:19]([O-:21])=[O:20])=[CH:15][CH:14]=1)C(OCC)=O)C. The catalyst is CS(C)=O.O. The product is [N+:19]([C:16]1[CH:15]=[CH:14][C:13]([CH2:12][C:11](=[O:22])[CH3:5])=[CH:18][CH:17]=1)([O-:21])=[O:20]. The yield is 0.240.